Dataset: Reaction yield outcomes from USPTO patents with 853,638 reactions. Task: Predict the reaction yield, written as a fraction of the theoretical maximum amount of product (1.0 means a 100% yield; for example, 0.34 means a 34% yield). (1) The reactants are [F:1][C:2]([F:32])([F:31])[S:3]([NH:6][C:7]12[C:25](=[O:26])[C:24]3[C:19](=[CH:20][CH:21]=[CH:22][C:23]=3[N+:27]([O-])=O)[C:8]1([OH:30])[O:9][C:10]1[CH:15]=[C:14]([CH:16]([CH3:18])[CH3:17])[CH:13]=[CH:12][C:11]=12)(=[O:5])=[O:4].O. The catalyst is Cl.C(O)C.[Fe]. The product is [NH2:27][C:23]1[CH:22]=[CH:21][CH:20]=[C:19]2[C:24]=1[C:25](=[O:26])[C:7]1([NH:6][S:3]([C:2]([F:32])([F:31])[F:1])(=[O:5])=[O:4])[C:11]3[CH:12]=[CH:13][C:14]([CH:16]([CH3:18])[CH3:17])=[CH:15][C:10]=3[O:9][C:8]12[OH:30]. The yield is 0.880. (2) The reactants are Br[C:2]1[CH:3]=[C:4]2[C:8](=[CH:9][C:10]=1[NH:11][C:12]([C:14]1[C:23](=[O:24])[C:22]3[C:17](=[CH:18][CH:19]=[CH:20][CH:21]=3)[NH:16][CH:15]=1)=[O:13])[NH:7][CH:6]=[CH:5]2.[C:25]1(B(O)O)[CH:30]=[CH:29][CH:28]=[CH:27][CH:26]=1.C([O-])([O-])=O.[K+].[K+]. The catalyst is CN(C=O)C.C1C=CC(P(C2C=CC=CC=2)[C-]2C=CC=C2)=CC=1.C1C=CC(P(C2C=CC=CC=2)[C-]2C=CC=C2)=CC=1.Cl[Pd]Cl.[Fe+2]. The product is [O:24]=[C:23]1[C:22]2[C:17](=[CH:18][CH:19]=[CH:20][CH:21]=2)[NH:16][CH:15]=[C:14]1[C:12]([NH:11][C:10]1[CH:9]=[C:8]2[C:4]([CH:5]=[CH:6][NH:7]2)=[CH:3][C:2]=1[C:25]1[CH:30]=[CH:29][CH:28]=[CH:27][CH:26]=1)=[O:13]. The yield is 0.130. (3) The reactants are [C:1]([O:5][C:6]([NH:8][C@@H:9]([CH2:13][CH:14]1[CH2:19][CH2:18][CH:17]([CH3:20])[CH2:16][CH2:15]1)[C:10](O)=[O:11])=[O:7])([CH3:4])([CH3:3])[CH3:2].C[CH2:22][N:23]=C=NCCCN(C)C.Cl.C1C=CC2N(O)N=NC=2C=1.CCN(C(C)C)C(C)C.CN.CCO. The product is [CH3:22][NH:23][C:10]([C@@H:9]([NH:8][C:6](=[O:7])[O:5][C:1]([CH3:4])([CH3:3])[CH3:2])[CH2:13][CH:14]1[CH2:19][CH2:18][CH:17]([CH3:20])[CH2:16][CH2:15]1)=[O:11]. The catalyst is C(Cl)Cl. The yield is 0.470. (4) The reactants are [F:1][C:2]1([F:8])[CH2:4][CH:3]1[C:5](O)=[O:6].C1C=CC2N(O)N=NC=2C=1.C(Cl)CCl.C(=O)(O)[O-].[Na+].[NH:28]1[C:32]2[CH:33]=[CH:34][CH:35]=[CH:36][C:31]=2[N:30]=[C:29]1[C:37]1[C:45]2[C:40](=[CH:41][CH:42]=[C:43]([NH2:46])[CH:44]=2)[N:39]([CH:47]2[CH2:52][CH2:51][CH2:50][CH2:49][O:48]2)[N:38]=1. The catalyst is CN(C=O)C. The product is [NH:30]1[C:31]2[CH:36]=[CH:35][CH:34]=[CH:33][C:32]=2[N:28]=[C:29]1[C:37]1[C:45]2[C:40](=[CH:41][CH:42]=[C:43]([NH:46][C:5]([CH:3]3[CH2:4][C:2]3([F:8])[F:1])=[O:6])[CH:44]=2)[N:39]([CH:47]2[CH2:52][CH2:51][CH2:50][CH2:49][O:48]2)[N:38]=1. The yield is 0.500. (5) The reactants are [NH2:1][CH2:2][CH2:3][CH2:4][O:5][Si](C(C)(C)C)(C1C=CC=CC=1)C1C=CC=CC=1.[C:23]([O:38][C@H:39]([CH2:44][CH2:45][CH2:46][CH2:47][CH2:48][CH2:49][CH2:50][CH2:51][CH2:52][CH2:53][CH3:54])[CH2:40][C:41]([OH:43])=O)(=[O:37])[CH2:24][CH2:25][CH2:26][CH2:27][CH2:28][CH2:29][CH2:30][CH2:31][CH2:32][CH2:33][CH2:34][CH2:35][CH3:36].C(Cl)CCl.CI.CCCC[N+](CCCC)(CCCC)CCCC.[F-]. The catalyst is C1COCC1. The product is [C:23]([O:38][C@H:39]([CH2:44][CH2:45][CH2:46][CH2:47][CH2:48][CH2:49][CH2:50][CH2:51][CH2:52][CH2:53][CH3:54])[CH2:40][C:41]([NH:1][CH2:2][CH2:3][CH2:4][OH:5])=[O:43])(=[O:37])[CH2:24][CH2:25][CH2:26][CH2:27][CH2:28][CH2:29][CH2:30][CH2:31][CH2:32][CH2:33][CH2:34][CH2:35][CH3:36]. The yield is 0.910. (6) The yield is 0.892. The reactants are [Br:1][C:2]1[CH:3]=[C:4]([C:16]([O:18][CH3:19])=[O:17])[C:5]2[C:6]([CH:14]=O)=[CH:7][N:8]([CH:11]([CH3:13])[CH3:12])[C:9]=2[CH:10]=1.C1(C)C=CC(S(=O)=O)=CC=1.S1(CCCC1)(=O)=O.C([BH3-])#N.[Na+]. The catalyst is CN(C=O)C.O. The product is [Br:1][C:2]1[CH:3]=[C:4]([C:16]([O:18][CH3:19])=[O:17])[C:5]2[C:6]([CH3:14])=[CH:7][N:8]([CH:11]([CH3:12])[CH3:13])[C:9]=2[CH:10]=1. (7) The reactants are [NH2:1][C:2]1[CH:7]=[CH:6][CH:5]=[CH:4][C:3]=1[CH2:8][C:9]#[N:10].C(N(CC)CC)C.[CH3:18][S:19](Cl)(=[O:21])=[O:20]. The catalyst is ClCCl.Cl. The product is [CH3:18][S:19]([NH:1][C:2]1[CH:7]=[CH:6][CH:5]=[CH:4][C:3]=1[CH2:8][C:9]#[N:10])(=[O:21])=[O:20]. The yield is 0.720. (8) The reactants are [CH3:1][C:2]1[CH:3]=[CH:4][CH:5]=[CH:6][C:7]=1[NH2:8].CCN(CC)CC.[CH3:16][C:17]([CH3:22])([CH3:21])[C:18](Cl)=[O:19]. The catalyst is C(Cl)Cl. The product is [C:2]1([CH3:1])[CH:3]=[CH:4][CH:5]=[CH:6][C:7]=1[NH:8][C:18](=[O:19])[C:17]([CH3:22])([CH3:21])[CH3:16]. The yield is 0.910. (9) The reactants are [NH2:1][C:2]1[S:3][C:4]2[CH:10]=[C:9]([O:11][C:12]3[CH:13]=[CH:14][C:15]([CH3:32])=[C:16]([NH:18][C:19](=[O:31])[C:20]4[CH:25]=[CH:24][CH:23]=[C:22]([C:26]([C:29]#[N:30])([CH3:28])[CH3:27])[CH:21]=4)[CH:17]=3)[CH:8]=[CH:7][C:5]=2[N:6]=1.C([O:36][CH2:37][C:38](Cl)=[O:39])(=O)C. The catalyst is N1C=CC=CC=1. The product is [C:29]([C:26]([C:22]1[CH:21]=[C:20]([CH:25]=[CH:24][CH:23]=1)[C:19]([NH:18][C:16]1[CH:17]=[C:12]([O:11][C:9]2[CH:8]=[CH:7][C:5]3[N:6]=[C:2]([NH:1][C:37](=[O:36])[CH2:38][OH:39])[S:3][C:4]=3[CH:10]=2)[CH:13]=[CH:14][C:15]=1[CH3:32])=[O:31])([CH3:27])[CH3:28])#[N:30]. The yield is 0.530. (10) The reactants are [CH3:1][C:2]1[CH:7]=[CH:6][C:5]([C:8]2[C:9]([CH:14]=O)=[CH:10][CH:11]=[CH:12][CH:13]=2)=[CH:4][CH:3]=1.Cl.O[NH2:18].C(OC(=O)C)(=O)C. The catalyst is N1C=CC=CC=1. The product is [C:14]([C:9]1[CH:10]=[CH:11][CH:12]=[CH:13][C:8]=1[C:5]1[CH:6]=[CH:7][C:2]([CH3:1])=[CH:3][CH:4]=1)#[N:18]. The yield is 0.790.